From a dataset of Catalyst prediction with 721,799 reactions and 888 catalyst types from USPTO. Predict which catalyst facilitates the given reaction. (1) Reactant: [H-].[Na+].[CH3:3][C:4]1[CH:8]=[C:7]([CH3:9])[NH:6][C:5]=1[CH:10]=[C:11]1[C:19]2[C:14](=[CH:15][CH:16]=[CH:17][CH:18]=2)[NH:13][C:12]1=[O:20].I[CH3:22].O. Product: [CH3:3][C:4]1[CH:8]=[C:7]([CH3:9])[NH:6][C:5]=1[CH:10]=[C:11]1[C:19]2[C:14](=[CH:15][CH:16]=[CH:17][CH:18]=2)[N:13]([CH3:22])[C:12]1=[O:20]. The catalyst class is: 3. (2) The catalyst class is: 1. Product: [OH:1][C:2]1([C:18]2[CH:23]=[CH:22][CH:21]=[CH:20][CH:19]=2)[CH2:6][CH2:5][CH:4]([N:7]2[C:8](=[O:17])[C:9]3[C:14](=[CH:13][CH:12]=[CH:11][CH:10]=3)[C:15]2=[O:16])[CH2:3]1. Reactant: [O:1]=[C:2]1[CH2:6][CH2:5][CH:4]([N:7]2[C:15](=[O:16])[C:14]3[C:9](=[CH:10][CH:11]=[CH:12][CH:13]=3)[C:8]2=[O:17])[CH2:3]1.[C:18]1([Mg]Cl)[CH:23]=[CH:22][CH:21]=[CH:20][CH:19]=1.[NH4+].[Cl-]. (3) Reactant: FC(F)(F)C(O)=O.[O:8]=[C:9]1[C@H:15]2[CH2:16][N:11]([C:12]3[CH:29]=[CH:28][C:27]([C:30]4[CH:35]=[CH:34][CH:33]=[C:32]([C:36]([F:39])([F:38])[F:37])[CH:31]=4)=[N:26][C:13]=3[N:14]2[C:17]([NH:19][C:20]2[CH:25]=[CH:24][CH:23]=[CH:22][N:21]=2)=[O:18])[CH2:10]1.[Li+].[B-](CC)(CC)CC. Product: [OH:8][C@@H:9]1[C@H:15]2[CH2:16][N:11]([C:12]3[CH:29]=[CH:28][C:27]([C:30]4[CH:35]=[CH:34][CH:33]=[C:32]([C:36]([F:39])([F:38])[F:37])[CH:31]=4)=[N:26][C:13]=3[N:14]2[C:17]([NH:19][C:20]2[CH:25]=[CH:24][CH:23]=[CH:22][N:21]=2)=[O:18])[CH2:10]1. The catalyst class is: 1. (4) Reactant: [CH3:1][N:2]([CH3:44])[C:3]([C@:5]1([CH2:35][O:36][Si:37]([C:40]([CH3:43])([CH3:42])[CH3:41])([CH3:39])[CH3:38])[CH2:9][CH2:8][C@H:7]([C:10]2[CH:15]=[CH:14][C:13]([O:16][CH2:17][C:18]3[CH:23]=[CH:22][CH:21]=[CH:20][C:19]=3[F:24])=[CH:12][CH:11]=2)[N:6]1C(OCC1C=CC=CC=1)=O)=[O:4]. Product: [CH3:43][C:40]([Si:37]([CH3:38])([CH3:39])[O:36][CH2:35][C@@:5]1([C:3]([N:2]([CH3:1])[CH3:44])=[O:4])[CH2:9][CH2:8][C@H:7]([C:10]2[CH:15]=[CH:14][C:13]([O:16][CH2:17][C:18]3[CH:23]=[CH:22][CH:21]=[CH:20][C:19]=3[F:24])=[CH:12][CH:11]=2)[NH:6]1)([CH3:41])[CH3:42]. The catalyst class is: 19. (5) Reactant: Br[C:2]1[C:6]2=[N:7][CH:8]=[CH:9][CH:10]=[C:5]2[N:4]([C:11]([C:13]2[C:18]([C:19]([F:22])([F:21])[F:20])=[CH:17][CH:16]=[CH:15][C:14]=2[Cl:23])=[O:12])[N:3]=1.[CH3:24][CH:25]1[CH:30]([C:31]([OH:33])=[O:32])[CH2:29][CH2:28][NH:27][CH2:26]1.C([O-])([O-])=O.[K+].[K+].O. Product: [Cl:23][C:14]1[CH:15]=[CH:16][CH:17]=[C:18]([C:19]([F:22])([F:21])[F:20])[C:13]=1[C:11]([N:4]1[C:5]2[C:6](=[N:7][CH:8]=[CH:9][CH:10]=2)[C:2]([N:27]2[CH2:28][CH2:29][CH:30]([C:31]([OH:33])=[O:32])[CH:25]([CH3:24])[CH2:26]2)=[N:3]1)=[O:12]. The catalyst class is: 3. (6) Reactant: [Br:1][C:2]1[CH:7]=[CH:6][C:5](O)=[C:4]([C:9]2[N:10]=[C:11]3[CH:16]=[CH:15][CH:14]=[CH:13][N:12]3[C:17]=2[CH2:18][OH:19])[CH:3]=1.O. Product: [Br:1][C:2]1[CH:3]=[C:4]2[C:9]3[N:10]=[C:11]4[CH:16]=[CH:15][CH:14]=[CH:13][N:12]4[C:17]=3[CH2:18][O:19][C:5]2=[CH:6][CH:7]=1. The catalyst class is: 728.